This data is from Full USPTO retrosynthesis dataset with 1.9M reactions from patents (1976-2016). The task is: Predict the reactants needed to synthesize the given product. (1) Given the product [S:4]1[C:5]2[CH:11]=[CH:10][CH:9]=[CH:8][C:6]=2[N:7]=[C:2]([N:1]=[C:16]([N:15]([CH2:19][CH2:20][CH3:21])[CH2:12][CH2:13][CH3:14])[CH3:17])[CH2:3]1, predict the reactants needed to synthesize it. The reactants are: [NH2:1][C:2]1[CH2:3][S:4][C:5]2[CH:11]=[CH:10][CH:9]=[CH:8][C:6]=2[N:7]=1.[CH2:12]([N:15]([CH2:19][CH2:20][CH3:21])[C:16](=O)[CH3:17])[CH2:13][CH3:14]. (2) The reactants are: [Cl:1][C:2]1[N:7]=[C:6]([NH2:8])[CH:5]=[N:4][CH:3]=1.[C:9](Cl)(=[O:11])[CH3:10]. Given the product [Cl:1][C:2]1[N:7]=[C:6]([NH:8][C:9](=[O:11])[CH3:10])[CH:5]=[N:4][CH:3]=1, predict the reactants needed to synthesize it.